Task: Predict the reactants needed to synthesize the given product.. Dataset: Full USPTO retrosynthesis dataset with 1.9M reactions from patents (1976-2016) Given the product [Br:1][C:2]1[CH:10]=[C:9]2[C:5]([C:6]([CH3:11])=[N:7][N:8]2[CH2:15][CH2:16][O:17][Si:18]([C:21]([CH3:24])([CH3:23])[CH3:22])([CH3:20])[CH3:19])=[CH:4][CH:3]=1, predict the reactants needed to synthesize it. The reactants are: [Br:1][C:2]1[CH:10]=[C:9]2[C:5]([C:6]([CH3:11])=[N:7][NH:8]2)=[CH:4][CH:3]=1.[H-].[Na+].Br[CH2:15][CH2:16][O:17][Si:18]([C:21]([CH3:24])([CH3:23])[CH3:22])([CH3:20])[CH3:19].O.